From a dataset of Peptide-MHC class I binding affinity with 185,985 pairs from IEDB/IMGT. Regression. Given a peptide amino acid sequence and an MHC pseudo amino acid sequence, predict their binding affinity value. This is MHC class I binding data. The peptide sequence is RGDNFAVEK. The MHC is HLA-A33:01 with pseudo-sequence HLA-A33:01. The binding affinity (normalized) is 0.149.